This data is from Full USPTO retrosynthesis dataset with 1.9M reactions from patents (1976-2016). The task is: Predict the reactants needed to synthesize the given product. The reactants are: [Br:1][CH2:2][CH:3]([CH:7]([CH3:9])[CH3:8])[C:4]([OH:6])=[O:5].S(=O)(=O)(O)O.[CH3:15][C:16](=[CH2:18])[CH3:17].C(=O)([O-])O.[Na+]. Given the product [C:16]([O:5][C:4](=[O:6])[CH:3]([CH2:2][Br:1])[CH:7]([CH3:9])[CH3:8])([CH3:18])([CH3:17])[CH3:15], predict the reactants needed to synthesize it.